Dataset: Forward reaction prediction with 1.9M reactions from USPTO patents (1976-2016). Task: Predict the product of the given reaction. Given the reactants [OH:1][C:2]1[CH:7]=[CH:6][C:5]([C:8]2[C:9]3[CH:18]=[CH:17][N:16]([CH3:19])[C:10]=3[N:11]=[C:12]([C:14]#[N:15])[N:13]=2)=[CH:4][C:3]=1[C:20]([F:23])([F:22])[F:21].C(=O)([O-])[O-].[K+].[K+].CC1C=CC(S(O[CH2:41][CH2:42][CH:43]2[CH2:48][CH2:47][N:46]([CH:49]3[CH2:51][CH2:50]3)[CH2:45][CH2:44]2)(=O)=O)=CC=1.C([O-])(O)=O.[Na+], predict the reaction product. The product is: [CH:49]1([N:46]2[CH2:47][CH2:48][CH:43]([CH2:42][CH2:41][O:1][C:2]3[CH:7]=[CH:6][C:5]([C:8]4[C:9]5[CH:18]=[CH:17][N:16]([CH3:19])[C:10]=5[N:11]=[C:12]([C:14]#[N:15])[N:13]=4)=[CH:4][C:3]=3[C:20]([F:23])([F:22])[F:21])[CH2:44][CH2:45]2)[CH2:50][CH2:51]1.